Dataset: Full USPTO retrosynthesis dataset with 1.9M reactions from patents (1976-2016). Task: Predict the reactants needed to synthesize the given product. (1) The reactants are: C([Li])CCC.C(NC(C)C)(C)C.[C:13]([O:16][CH2:17][CH3:18])(=[O:15])[CH3:14].[CH3:19][C@H:20]([C@H:24]([CH3:28])[CH2:25][CH2:26][CH3:27])[C:21](Cl)=[O:22]. Given the product [CH2:17]([O:16][C:13](=[O:15])[CH2:14][C:21](=[O:22])[C@H:20]([CH3:19])[C@H:24]([CH3:28])[CH2:25][CH2:26][CH3:27])[CH3:18], predict the reactants needed to synthesize it. (2) Given the product [CH:1]1([N:6]2[CH2:12][C:11]3([CH2:14][CH2:13]3)[C:10](=[O:15])[N:9]([CH3:16])[C:8]3[CH:17]=[N:18][C:19]([NH:21][C:22]4[CH:30]=[CH:29][C:25]([C:26]([NH:81][CH:78]5[CH2:77][CH2:76][CH:75]([N:71]6[CH2:72][CH2:73][CH2:74][N:68]([CH2:67][CH:64]7[CH2:65][CH2:66]7)[CH2:69][CH2:70]6)[CH2:80][CH2:79]5)=[O:27])=[CH:24][C:23]=4[O:31][CH3:32])=[N:20][C:7]2=3)[CH2:5][CH2:4][CH2:3][CH2:2]1, predict the reactants needed to synthesize it. The reactants are: [CH:1]1([N:6]2[CH2:12][C:11]3([CH2:14][CH2:13]3)[C:10](=[O:15])[N:9]([CH3:16])[C:8]3[CH:17]=[N:18][C:19]([NH:21][C:22]4[CH:30]=[CH:29][C:25]([C:26](O)=[O:27])=[CH:24][C:23]=4[O:31][CH3:32])=[N:20][C:7]2=3)[CH2:5][CH2:4][CH2:3][CH2:2]1.CCN(C(C)C)C(C)C.CN(C(ON1N=NC2C=CC=CC1=2)=[N+](C)C)C.[B-](F)(F)(F)F.[CH:64]1([CH2:67][N:68]2[CH2:74][CH2:73][CH2:72][N:71]([CH:75]3[CH2:80][CH2:79][CH:78]([NH2:81])[CH2:77][CH2:76]3)[CH2:70][CH2:69]2)[CH2:66][CH2:65]1. (3) Given the product [F:1][C:2]1[CH:17]=[CH:16][C:5]2[C:6]([CH3:15])=[C:7]([C:9](=[O:10])[CH2:18][CH2:19][CH2:20][CH3:21])[S:8][C:4]=2[CH:3]=1, predict the reactants needed to synthesize it. The reactants are: [F:1][C:2]1[CH:17]=[CH:16][C:5]2[C:6]([CH3:15])=[C:7]([C:9](N(C)OC)=[O:10])[S:8][C:4]=2[CH:3]=1.[CH2:18]([Mg]Cl)[CH2:19][CH2:20][CH3:21].C1COCC1.C1(C)C=CC=CC=1. (4) Given the product [C:16]([O:20][C:21]([NH:23][C@H:24]1[CH2:29][CH2:28][CH2:27][N:26]([S:12]([C:10]2[C:11]3[C:2]([F:1])=[CH:3][N:4]=[CH:5][C:6]=3[CH:7]=[CH:8][CH:9]=2)(=[O:14])=[O:13])[CH2:25]1)=[O:22])([CH3:19])([CH3:17])[CH3:18].[NH2:23][C@H:24]1[CH2:29][CH2:28][CH2:27][N:26]([S:12]([C:10]2[C:11]3[C:2]([F:1])=[CH:3][N:4]=[CH:5][C:6]=3[CH:7]=[CH:8][CH:9]=2)(=[O:14])=[O:13])[CH2:25]1.[ClH:15], predict the reactants needed to synthesize it. The reactants are: [F:1][C:2]1[C:11]2[C:10]([S:12]([Cl:15])(=[O:14])=[O:13])=[CH:9][CH:8]=[CH:7][C:6]=2[CH:5]=[N:4][CH:3]=1.[C:16]([O:20][C:21]([NH:23][CH:24]1[CH2:29][CH2:28][CH2:27][NH:26][CH2:25]1)=[O:22])([CH3:19])([CH3:18])[CH3:17]. (5) Given the product [CH3:23][S:24]([N:27]1[CH2:32][CH2:31][CH2:30][CH2:29][CH:28]1[CH:33]=[O:34])(=[O:26])=[O:25], predict the reactants needed to synthesize it. The reactants are: CC(OI1(OC(C)=O)(OC(C)=O)OC(=O)C2C=CC=CC1=2)=O.[CH3:23][S:24]([N:27]1[CH2:32][CH2:31][CH2:30][CH2:29][CH:28]1[CH2:33][OH:34])(=[O:26])=[O:25]. (6) Given the product [F:18][CH:17]([F:19])[CH2:16][O:10][C:8]1[C:7]([CH:11]=[O:12])=[C:6]([O:13][CH3:14])[N:5]=[C:4]([O:3][CH2:1][CH3:2])[N:9]=1, predict the reactants needed to synthesize it. The reactants are: [CH2:1]([O:3][C:4]1[N:9]=[C:8]([OH:10])[C:7]([CH:11]=[O:12])=[C:6]([O:13][CH3:14])[N:5]=1)[CH3:2].Br[CH2:16][CH:17]([F:19])[F:18].[F-].[Cs+].[I-].[K+]. (7) Given the product [O:1]1[C:5]2[CH:6]=[CH:7][C:8]([CH2:10][NH:11][C:22]([C:20]3[N:21]=[C:16]4[CH:15]=[CH:14][C:13]([Br:12])=[CH:18][N:17]4[CH:19]=3)=[O:23])=[CH:9][C:4]=2[O:3][CH2:2]1, predict the reactants needed to synthesize it. The reactants are: [O:1]1[C:5]2[CH:6]=[CH:7][C:8]([CH2:10][NH2:11])=[CH:9][C:4]=2[O:3][CH2:2]1.[Br:12][C:13]1[CH:14]=[CH:15][C:16]2[N:17]([CH:19]=[C:20]([C:22](OCC)=[O:23])[N:21]=2)[CH:18]=1. (8) Given the product [CH3:1][S:2][C:7]1[CH:19]=[C:18]([C:20]([F:23])([F:22])[F:21])[CH:17]=[CH:16][C:8]=1[C:9]([O:11][CH2:12][CH2:13][CH2:14][CH3:15])=[O:10], predict the reactants needed to synthesize it. The reactants are: [CH3:1][S-:2].[Na+].[N+]([C:7]1[CH:19]=[C:18]([C:20]([F:23])([F:22])[F:21])[CH:17]=[CH:16][C:8]=1[C:9]([O:11][CH2:12][CH2:13][CH2:14][CH3:15])=[O:10])([O-])=O.